This data is from Catalyst prediction with 721,799 reactions and 888 catalyst types from USPTO. The task is: Predict which catalyst facilitates the given reaction. (1) Product: [CH3:18][S:19]([O:8][CH2:7][CH2:6][CH2:5][O:4][C:3]1[CH:9]=[CH:10][C:11]([O:13][C:14]([F:16])([F:15])[F:17])=[CH:12][C:2]=1[Cl:1])(=[O:21])=[O:20]. The catalyst class is: 4. Reactant: [Cl:1][C:2]1[CH:12]=[C:11]([O:13][C:14]([F:17])([F:16])[F:15])[CH:10]=[CH:9][C:3]=1[O:4][CH2:5][CH2:6][CH2:7][OH:8].[CH3:18][S:19](Cl)(=[O:21])=[O:20].C(N(CC)CC)C. (2) Reactant: [H-].[Al+3].[Li+].[H-].[H-].[H-].[CH2:7]([O:14][C:15]1[CH:20]=[CH:19][C:18]([CH:21]([CH:27]([C:44]2[CH:49]=[CH:48][C:47]([O:50][CH2:51][C:52]3[CH:57]=[CH:56][CH:55]=[CH:54][CH:53]=3)=[C:46]([O:58][CH3:59])[CH:45]=2)[C:28]2[CH:33]=[CH:32][C:31]([O:34][CH2:35][C:36]3[CH:41]=[CH:40][CH:39]=[CH:38][CH:37]=3)=[C:30]([O:42][CH3:43])[CH:29]=2)[C:22](OCC)=[O:23])=[CH:17][C:16]=1[O:60][CH3:61])[C:8]1[CH:13]=[CH:12][CH:11]=[CH:10][CH:9]=1. Product: [CH2:7]([O:14][C:15]1[CH:20]=[CH:19][C:18]([CH:21]([CH:27]([C:28]2[CH:33]=[CH:32][C:31]([O:34][CH2:35][C:36]3[CH:41]=[CH:40][CH:39]=[CH:38][CH:37]=3)=[C:30]([O:42][CH3:43])[CH:29]=2)[C:44]2[CH:49]=[CH:48][C:47]([O:50][CH2:51][C:52]3[CH:57]=[CH:56][CH:55]=[CH:54][CH:53]=3)=[C:46]([O:58][CH3:59])[CH:45]=2)[CH2:22][OH:23])=[CH:17][C:16]=1[O:60][CH3:61])[C:8]1[CH:13]=[CH:12][CH:11]=[CH:10][CH:9]=1. The catalyst class is: 1.